Dataset: Ames mutagenicity test results for genotoxicity prediction. Task: Regression/Classification. Given a drug SMILES string, predict its toxicity properties. Task type varies by dataset: regression for continuous values (e.g., LD50, hERG inhibition percentage) or binary classification for toxic/non-toxic outcomes (e.g., AMES mutagenicity, cardiotoxicity, hepatotoxicity). Dataset: ames. The compound is Nc1cc2c3ccccc3ccc2c2ccccc12. The result is 1 (mutagenic).